Dataset: Catalyst prediction with 721,799 reactions and 888 catalyst types from USPTO. Task: Predict which catalyst facilitates the given reaction. Reactant: [NH2:1][C:2]1[CH:9]=[CH:8][C:5]([C:6]#[N:7])=[CH:4][CH:3]=1.[C:10]([O:14][C:15](O[C:15]([O:14][C:10]([CH3:13])([CH3:12])[CH3:11])=[O:16])=[O:16])([CH3:13])([CH3:12])[CH3:11]. Product: [CH3:11][C:10]([O:14][C:15](=[O:16])[NH:1][C:2]1[CH:9]=[CH:8][C:5]([C:6]#[N:7])=[CH:4][CH:3]=1)([CH3:13])[CH3:12]. The catalyst class is: 527.